Dataset: Forward reaction prediction with 1.9M reactions from USPTO patents (1976-2016). Task: Predict the product of the given reaction. (1) Given the reactants [OH:1][C:2]1[CH:11]=[C:10]([OH:12])[CH:9]=[C:8]2[C:3]=1[C:4]([CH2:14][CH2:15][CH3:16])=[CH:5][C:6](=[O:13])[O:7]2.[C:17](Cl)(=[O:22])[C:18]([CH3:21])([CH3:20])[CH3:19], predict the reaction product. The product is: [C:17]([O:1][C:2]1[CH:11]=[C:10]([O:12][C:17](=[O:22])[C:18]([CH3:21])([CH3:20])[CH3:19])[CH:9]=[C:8]2[C:3]=1[C:4]([CH2:14][CH2:15][CH3:16])=[CH:5][C:6](=[O:13])[O:7]2)(=[O:22])[C:18]([CH3:21])([CH3:20])[CH3:19]. (2) Given the reactants [F:1][C:2]1[CH:7]=[CH:6][C:5]([C:8]2[N:12]3[N:13]=[CH:14][C:15]([C:17]([F:20])([F:19])[F:18])=[N:16][C:11]3=[N:10][CH:9]=2)=[CH:4][C:3]=1[O:21]C.B(Br)(Br)Br.[OH-].[Na+], predict the reaction product. The product is: [F:1][C:2]1[CH:7]=[CH:6][C:5]([C:8]2[N:12]3[N:13]=[CH:14][C:15]([C:17]([F:18])([F:19])[F:20])=[N:16][C:11]3=[N:10][CH:9]=2)=[CH:4][C:3]=1[OH:21]. (3) Given the reactants C(OC([C:8]1([CH2:11][CH2:12][N:13]([CH2:22][C:23]2[CH:28]=[CH:27][CH:26]=[CH:25][CH:24]=2)[CH2:14][C:15](OC(C)(C)C)=[O:16])[CH2:10][CH2:9]1)=O)(C)(C)C.[Li].S(=O)(=O)(O)O.C(OC(C1N(CC2C=CC=CC=2)CCC2(CC2)C=1O)=O)(C)(C)C.[OH-].[Na+].C([O-])(O)=O.[Na+].[ClH:65], predict the reaction product. The product is: [ClH:65].[CH2:22]([N:13]1[CH2:12][CH2:11][C:8]2([CH2:10][CH2:9]2)[C:15](=[O:16])[CH2:14]1)[C:23]1[CH:28]=[CH:27][CH:26]=[CH:25][CH:24]=1. (4) Given the reactants [CH2:1]([N:5]1[C:10]2[CH:11]=[C:12]([C:16]([O:18][CH3:19])=[O:17])[CH:13]=[C:14]([I:15])[C:9]=2[O:8][CH2:7][C:6]1=O)[CH2:2][CH2:3][CH3:4].B1C2CCCC1CCC2.C(CN)O, predict the reaction product. The product is: [CH2:1]([N:5]1[C:10]2[CH:11]=[C:12]([C:16]([O:18][CH3:19])=[O:17])[CH:13]=[C:14]([I:15])[C:9]=2[O:8][CH2:7][CH2:6]1)[CH2:2][CH2:3][CH3:4]. (5) The product is: [F:23][C:22]([F:25])([F:24])[S:19]([O:1][C:2]1[CH:7]=[CH:6][C:5]([C:8]2([CH2:12][C:13]([O:15][CH2:16][CH3:17])=[O:14])[CH2:9][O:10][CH2:11]2)=[CH:4][CH:3]=1)(=[O:20])=[O:18]. Given the reactants [OH:1][C:2]1[CH:7]=[CH:6][C:5]([C:8]2([CH2:12][C:13]([O:15][CH2:16][CH3:17])=[O:14])[CH2:11][O:10][CH2:9]2)=[CH:4][CH:3]=1.[O:18](S(C(F)(F)F)(=O)=O)[S:19]([C:22]([F:25])([F:24])[F:23])(=O)=[O:20], predict the reaction product. (6) Given the reactants Cl.[C:2](=[NH:11])(OC)[C:3]1[CH:8]=[CH:7][CH:6]=[CH:5][CH:4]=1.[CH3:12][NH:13][NH2:14].Cl[C:16]([C:18]1[CH:27]=[CH:26][C:21]([C:22]([O:24][CH3:25])=[O:23])=[CH:20][CH:19]=1)=O.N1C=CC=CC=1, predict the reaction product. The product is: [CH3:12][N:13]1[C:2]([C:3]2[CH:8]=[CH:7][CH:6]=[CH:5][CH:4]=2)=[N:11][C:16]([C:18]2[CH:27]=[CH:26][C:21]([C:22]([O:24][CH3:25])=[O:23])=[CH:20][CH:19]=2)=[N:14]1. (7) Given the reactants [C:1]([O:5][C:6]([NH:8][C@@H:9]1[CH2:14][CH2:13][C@@H:12]([S:15][C:16](=[O:23])[C:17]2[CH:22]=[CH:21][CH:20]=[CH:19][CH:18]=2)[C@H:11]([OH:24])[CH2:10]1)=[O:7])([CH3:4])([CH3:3])[CH3:2].CC(OI1(OC(C)=O)(OC(C)=O)OC(=O)C2C1=CC=CC=2)=O.C1(C)C=CC=CC=1.C(OCC)(=O)C, predict the reaction product. The product is: [C:1]([O:5][C:6]([NH:8][CH:9]1[CH2:14][CH2:13][CH:12]([S:15][C:16](=[O:23])[C:17]2[CH:18]=[CH:19][CH:20]=[CH:21][CH:22]=2)[C:11](=[O:24])[CH2:10]1)=[O:7])([CH3:4])([CH3:2])[CH3:3]. (8) Given the reactants [F:1][C:2]1[C:31]([F:32])=[CH:30][CH:29]=[CH:28][C:3]=1[CH2:4][N:5]1[C:9]2=[N:10][C:11]([CH3:14])=[N:12][CH:13]=[C:8]2[C:7]([C:15]2[N:16]=[C:17](I)[C:18]3[C:23]([CH3:25])([CH3:24])[C:22](=[O:26])[NH:21][C:19]=3[N:20]=2)=[N:6]1, predict the reaction product. The product is: [F:1][C:2]1[C:31]([F:32])=[CH:30][CH:29]=[CH:28][C:3]=1[CH2:4][N:5]1[C:9]2=[N:10][C:11]([CH3:14])=[N:12][CH:13]=[C:8]2[C:7]([C:15]2[N:16]=[CH:17][C:18]3[C:23]([CH3:25])([CH3:24])[C:22](=[O:26])[NH:21][C:19]=3[N:20]=2)=[N:6]1.